This data is from Tox21: 12 toxicity assays (nuclear receptors and stress response pathways). The task is: Binary classification across 12 toxicity assays. (1) The drug is C=Cc1ccc(OC(C)=O)cc1. It tested positive (active) for: SR-ARE (Antioxidant Response Element (oxidative stress)). (2) The molecule is CO[C@H]1C=CO[C@@]2(C)Oc3c(C)c(O)c4c(O)c(c(/C=N/N5CCN(C6CCCC6)CC5)c(O)c4c3C2=O)NC(=O)C(C)=CC=C[C@H](C)[C@H](O)[C@@H](C)[C@@H](O)[C@@H](C)[C@H](OC(C)=O)[C@@H]1C. It tested positive (active) for: SR-MMP (Mitochondrial Membrane Potential disruption). (3) It tested positive (active) for: NR-ER (Estrogen Receptor agonist activity). The drug is CCCCOC(=O)CCC(=O)OCCCC. (4) It tested positive (active) for: SR-ARE (Antioxidant Response Element (oxidative stress)). The drug is CS(C)=O.